This data is from NCI-60 drug combinations with 297,098 pairs across 59 cell lines. The task is: Regression. Given two drug SMILES strings and cell line genomic features, predict the synergy score measuring deviation from expected non-interaction effect. Drug 1: C1CCC(C1)C(CC#N)N2C=C(C=N2)C3=C4C=CNC4=NC=N3. Drug 2: C1=CC(=C2C(=C1NCCNCCO)C(=O)C3=C(C=CC(=C3C2=O)O)O)NCCNCCO. Cell line: SN12C. Synergy scores: CSS=58.2, Synergy_ZIP=8.59, Synergy_Bliss=8.84, Synergy_Loewe=-2.21, Synergy_HSA=11.3.